From a dataset of NCI-60 drug combinations with 297,098 pairs across 59 cell lines. Regression. Given two drug SMILES strings and cell line genomic features, predict the synergy score measuring deviation from expected non-interaction effect. Drug 1: CC1=CC=C(C=C1)C2=CC(=NN2C3=CC=C(C=C3)S(=O)(=O)N)C(F)(F)F. Drug 2: C1CNP(=O)(OC1)N(CCCl)CCCl. Cell line: SN12C. Synergy scores: CSS=-7.35, Synergy_ZIP=3.53, Synergy_Bliss=1.85, Synergy_Loewe=-4.34, Synergy_HSA=-3.89.